The task is: Predict which catalyst facilitates the given reaction.. This data is from Catalyst prediction with 721,799 reactions and 888 catalyst types from USPTO. (1) Reactant: [CH3:1][C:2]1[CH:11]=[CH:10][C:9]2[C:4](=[CH:5][CH:6]=[CH:7][CH:8]=2)[N:3]=1.C(O)=O.C(N(CC)CC)C.C(=O)([O-])[O-].[K+].[K+]. Product: [CH3:1][CH:2]1[CH2:11][CH2:10][C:9]2[C:4](=[CH:5][CH:6]=[CH:7][CH:8]=2)[NH:3]1. The catalyst class is: 2. (2) Reactant: Br[CH2:2][C:3]([C:5]1[C:14]2[C:9](=[CH:10][CH:11]=[CH:12][CH:13]=2)[CH:8]=[CH:7][CH:6]=1)=O.[CH3:15][N:16]([CH3:20])[C:17]([NH2:19])=[O:18].C(OCC)(=O)C. Product: [CH3:15][N:16]([CH3:20])[C:17]1[O:18][CH:2]=[C:3]([C:5]2[C:14]3[C:9](=[CH:10][CH:11]=[CH:12][CH:13]=3)[CH:8]=[CH:7][CH:6]=2)[N:19]=1. The catalyst class is: 9. (3) Reactant: [NH2:1][C:2]1[CH:3]=[CH:4][C:5]([CH3:13])=[C:6]2[C:10]=1[NH:9][CH:8]=[C:7]2[C:11]#[N:12].N1C=CC=CC=1.[C:20]([C:22]1[CH:23]=[C:24]([S:28](Cl)(=[O:30])=[O:29])[CH:25]=[CH:26][CH:27]=1)#[N:21]. Product: [C:11]([C:7]1[C:6]2[C:10](=[C:2]([NH:1][S:28]([C:24]3[CH:25]=[CH:26][CH:27]=[C:22]([C:20]#[N:21])[CH:23]=3)(=[O:30])=[O:29])[CH:3]=[CH:4][C:5]=2[CH3:13])[NH:9][CH:8]=1)#[N:12]. The catalyst class is: 7. (4) Reactant: [F:1][C:2]1[CH:37]=[CH:36][C:5]([CH2:6][N:7]2[C:19](=[O:20])[C:18]3[C:17]([O:21][Si](C(C)C)(C(C)C)C(C)C)=[C:16]4[C:11]([CH:12]=[CH:13][CH:14]=[N:15]4)=[C:10]([O:32][CH3:33])[C:9]=3[C:8]2(O)[CH3:34])=[CH:4][CH:3]=1.C(O)(C(F)(F)F)=O. Product: [F:1][C:2]1[CH:3]=[CH:4][C:5]([CH2:6][N:7]2[C:19](=[O:20])[C:18]3[C:17]([OH:21])=[C:16]4[C:11]([CH:12]=[CH:13][CH:14]=[N:15]4)=[C:10]([O:32][CH3:33])[C:9]=3[C:8]2=[CH2:34])=[CH:36][CH:37]=1. The catalyst class is: 2. (5) Reactant: [Cl:1][C:2]1[CH:7]=[CH:6][C:5]([C@@H:8]2[CH2:12][NH:11][CH2:10][C@H:9]2[C:13]([O:15][CH3:16])=[O:14])=[CH:4][CH:3]=1.CCN(C(C)C)C(C)C.Br[C:27]1[S:28][CH:29]=[CH:30][N:31]=1. Product: [Cl:1][C:2]1[CH:7]=[CH:6][C:5]([C@@H:8]2[CH2:12][N:11]([C:27]3[S:28][CH:29]=[CH:30][N:31]=3)[CH2:10][C@H:9]2[C:13]([O:15][CH3:16])=[O:14])=[CH:4][CH:3]=1. The catalyst class is: 12. (6) Reactant: [CH2:1]([O:8][C:9]([NH:11][C@H:12]([C:24]([OH:26])=O)[CH2:13][CH2:14][CH2:15][NH:16][C:17]([O:19][C:20]([CH3:23])([CH3:22])[CH3:21])=[O:18])=[O:10])[C:2]1[CH:7]=[CH:6][CH:5]=[CH:4][CH:3]=1.[C:27]([O:31][C:32](=[O:39])[NH:33][CH2:34][CH:35]([OH:38])[CH2:36][NH2:37])([CH3:30])([CH3:29])[CH3:28].C(Cl)CCl.C1C=CC2N(O)N=NC=2C=1. Product: [CH2:1]([O:8][C:9](=[O:10])[NH:11][C@H:12]([C:24]([NH:37][CH2:36][CH:35]([OH:38])[CH2:34][NH:33][C:32]([O:31][C:27]([CH3:29])([CH3:28])[CH3:30])=[O:39])=[O:26])[CH2:13][CH2:14][CH2:15][NH:16][C:17]([O:19][C:20]([CH3:21])([CH3:22])[CH3:23])=[O:18])[C:2]1[CH:3]=[CH:4][CH:5]=[CH:6][CH:7]=1. The catalyst class is: 9. (7) Reactant: C[O:2][C:3](=O)[C@H:4]([OH:21])[C@@H:5]([NH:13][C:14]([O:16][C:17]([CH3:20])([CH3:19])[CH3:18])=[O:15])[CH2:6][C:7]1[CH:12]=[CH:11][CH:10]=[CH:9][CH:8]=1.[BH4-].[Na+].Cl. Product: [C:17]([O:16][C:14]([NH:13][C@@H:5]([CH2:6][C:7]1[CH:8]=[CH:9][CH:10]=[CH:11][CH:12]=1)[C@@H:4]([OH:21])[CH2:3][OH:2])=[O:15])([CH3:20])([CH3:18])[CH3:19]. The catalyst class is: 8. (8) Reactant: [C:1]([C:4]1[C:5](=[O:23])[C:6]2[O:22][CH:21]=[CH:20][C:7]=2[N:8]([C:10]2[CH:15]=[CH:14][CH:13]=[C:12]([C:16]([F:19])([F:18])[F:17])[CH:11]=2)[N:9]=1)(=[O:3])[CH3:2]. Product: [OH:3][CH:1]([C:4]1[C:5](=[O:23])[C:6]2[O:22][CH2:21][CH2:20][C:7]=2[N:8]([C:10]2[CH:15]=[CH:14][CH:13]=[C:12]([C:16]([F:19])([F:17])[F:18])[CH:11]=2)[N:9]=1)[CH3:2]. The catalyst class is: 43. (9) The catalyst class is: 193. Reactant: [CH3:1][O:2][CH:3]([O:14][CH3:15])[C:4]1[CH:9]=[CH:8][N:7]=[C:6]([S:10][CH2:11][CH2:12][CH3:13])[N:5]=1.OOS([O-])=O.[K+].[OH2:22].[OH2:23].O.C([O-])(=O)C.[Na+]. Product: [CH3:15][O:14][CH:3]([O:2][CH3:1])[C:4]1[CH:9]=[CH:8][N:7]=[C:6]([S:10]([CH2:11][CH2:12][CH3:13])(=[O:23])=[O:22])[N:5]=1.